This data is from Forward reaction prediction with 1.9M reactions from USPTO patents (1976-2016). The task is: Predict the product of the given reaction. Given the reactants [CH2:1]([N:8]([CH3:13])[C:9](=[O:12])[CH2:10][Cl:11])[C:2]1[CH:7]=[CH:6][CH:5]=[CH:4][CH:3]=1.ClCC(Cl)=O.C1(CNC)CCCCC1.C(Cl)Cl.CO, predict the reaction product. The product is: [Cl:11][CH2:10][C:9]([N:8]([CH2:1][CH:2]1[CH2:7][CH2:6][CH2:5][CH2:4][CH2:3]1)[CH3:13])=[O:12].